Predict the reactants needed to synthesize the given product. From a dataset of Retrosynthesis with 50K atom-mapped reactions and 10 reaction types from USPTO. (1) Given the product Cc1cc(Br)ccc1CC(=O)N1C(=O)OC[C@@H]1Cc1ccccc1, predict the reactants needed to synthesize it. The reactants are: Cc1cc(Br)ccc1CC(=O)O.O=C1N[C@@H](Cc2ccccc2)CO1. (2) Given the product CC(C)C(=NSN(C)C(=O)Oc1cccc2c1OC(C)(C)C2)Sc1ccccc1, predict the reactants needed to synthesize it. The reactants are: CC(C)C(=NSN(C)C(=O)F)Sc1ccccc1.CC1(C)Cc2cccc(O)c2O1. (3) Given the product CCc1cccc(CNC(=O)c2nc3scc(COCc4ccc(C(=O)O)cc4)c3c(=O)[nH]2)c1, predict the reactants needed to synthesize it. The reactants are: CCOC(=O)c1ccc(COCc2csc3nc(C(=O)NCc4cccc(CC)c4)[nH]c(=O)c23)cc1. (4) Given the product COC(=O)c1c(C(=O)O)cc2ccc3c(c2c1-c1ccc2c(c1)OCO2)OCO3, predict the reactants needed to synthesize it. The reactants are: COC(=O)c1cc2ccc3c(c2c(-c2ccc4c(c2)OCO4)c1C(=O)OC)OCO3. (5) Given the product CCOC(=O)c1c(C)c2cc(C#Cc3ccc(-c4ccc(Cl)cc4)cn3)ccc2n1CCN1CCCC1, predict the reactants needed to synthesize it. The reactants are: C#Cc1ccc2c(c1)c(C)c(C(=O)OCC)n2CCN1CCCC1.Clc1ccc(-c2ccc(I)nc2)cc1. (6) Given the product Cc1c(C)c2c(c(C)c1O)CCC(C)(C#Cc1cccs1)O2, predict the reactants needed to synthesize it. The reactants are: C#CC1(C)CCc2c(C)c(O)c(C)c(C)c2O1.Ic1cccs1. (7) Given the product O=C(O)C(Cl)(Cl)CCCCCCCCCCc1ccccc1, predict the reactants needed to synthesize it. The reactants are: O=C(O)C(Cl)(Cl)CCCCCCCCC=Cc1ccccc1. (8) Given the product OCCOCCN1CCN(C2=Nc3ccccc3Sc3ccccc32)CC1, predict the reactants needed to synthesize it. The reactants are: CC(=O)OCCOCCN1CCN(C2=Nc3ccccc3Sc3ccccc32)CC1.